Dataset: Forward reaction prediction with 1.9M reactions from USPTO patents (1976-2016). Task: Predict the product of the given reaction. (1) Given the reactants C[C:2]1([CH2:15][C:16]([O:18][CH2:19][CH3:20])=[O:17])[C:10]2[C:5](=[CH:6][CH:7]=[CH:8][C:9]=2[N+:11]([O-])=O)[NH:4][C:3]1=[O:14], predict the reaction product. The product is: [NH2:11][C:9]1[CH:8]=[CH:7][CH:6]=[C:5]2[C:10]=1[CH:2]([CH2:15][C:16]([O:18][CH2:19][CH3:20])=[O:17])[C:3](=[O:14])[NH:4]2. (2) Given the reactants [F:1][C:2]1[CH:7]=[C:6]([N+:8]([O-:10])=[O:9])[CH:5]=[CH:4][C:3]=1[CH2:11][CH:12]=O.[NH:14]1[CH2:18][CH2:17][CH2:16][CH2:15]1.C(O[BH-](OC(=O)C)OC(=O)C)(=O)C.[Na+], predict the reaction product. The product is: [F:1][C:2]1[CH:7]=[C:6]([N+:8]([O-:10])=[O:9])[CH:5]=[CH:4][C:3]=1[CH2:11][CH2:12][N:14]1[CH2:18][CH2:17][CH2:16][CH2:15]1.